Dataset: Full USPTO retrosynthesis dataset with 1.9M reactions from patents (1976-2016). Task: Predict the reactants needed to synthesize the given product. (1) Given the product [NH2:1][C:4]1[CH:5]=[CH:6][C:7]([C:10]([OH:13])([CH3:11])[CH3:12])=[CH:8][CH:9]=1, predict the reactants needed to synthesize it. The reactants are: [N+:1]([C:4]1[CH:9]=[CH:8][C:7]([C:10]([OH:13])([CH3:12])[CH3:11])=[CH:6][CH:5]=1)([O-])=O.C([O-])=O.[NH4+]. (2) Given the product [CH3:1][O:2][C:3]([C:5]1[C:6]2[CH2:7][CH2:8][N:9]([C:14]3[CH:19]=[CH:18][C:17]([F:20])=[C:16]([F:21])[CH:15]=3)[C:10]=2[CH:11]=[CH:12][CH:13]=1)=[O:4], predict the reactants needed to synthesize it. The reactants are: [CH3:1][O:2][C:3]([C:5]1[C:6]2[CH:7]=[CH:8][N:9]([C:14]3[CH:19]=[CH:18][C:17]([F:20])=[C:16]([F:21])[CH:15]=3)[C:10]=2[CH:11]=[CH:12][CH:13]=1)=[O:4].C([SiH](CC)CC)C. (3) Given the product [OH:14][CH2:13][C:11]1[NH:12][C:8]([C:6]([NH:5][CH2:1][CH:2]([CH3:4])[CH3:3])=[O:7])=[CH:9][N:10]=1, predict the reactants needed to synthesize it. The reactants are: [CH2:1]([NH:5][C:6]([C:8]1[NH:12][C:11]([C:13](OCC)=[O:14])=[N:10][CH:9]=1)=[O:7])[CH:2]([CH3:4])[CH3:3].[H-].[H-].[H-].[H-].[Li+].[Al+3]. (4) Given the product [CH3:28][O:27][C:25]1[CH:2]=[CH:3][C:1]([CH2:4][CH2:5][O:6][C:7]2[CH:8]=[CH:9][C:10]([C:11]([NH:13][CH2:14][C:15]([OH:17])=[O:16])=[O:12])=[CH:18][CH:19]=2)=[CH:23][CH:24]=1, predict the reactants needed to synthesize it. The reactants are: [CH:1]1([CH2:4][CH2:5][O:6][C:7]2[CH:19]=[CH:18][C:10]([C:11]([NH:13][CH2:14][C:15]([OH:17])=[O:16])=[O:12])=[CH:9][CH:8]=2)[CH2:3][CH2:2]1.OC1C=C[C:24]([C:25]([O:27][CH3:28])=O)=[CH:23]C=1.COC1C=CC(CCO)=CC=1. (5) Given the product [OH:1][C:2]1[CH:7]=[CH:6][CH:5]=[CH:4][C:3]=1[CH2:8][C:9]([N:12]1[CH2:16][CH2:15][C@H:14]([OH:17])[CH2:13]1)=[O:11], predict the reactants needed to synthesize it. The reactants are: [OH:1][C:2]1[CH:7]=[CH:6][CH:5]=[CH:4][C:3]=1[CH2:8][C:9]([OH:11])=O.[NH:12]1[CH2:16][CH2:15][C@H:14]([OH:17])[CH2:13]1. (6) Given the product [CH3:20][O:21][C:22]1[CH:27]=[CH:26][CH:25]=[CH:24][C:23]=1[N:28]1[CH2:33][CH2:32][N:31]([CH2:11][CH2:10][C:9]([C:1](=[O:8])[C:2]2[CH:7]=[CH:6][CH:5]=[CH:4][CH:3]=2)([C:14]2[CH:19]=[CH:18][CH:17]=[CH:16][CH:15]=2)[CH3:13])[CH2:30][CH2:29]1, predict the reactants needed to synthesize it. The reactants are: [C:1]([C:9]([C:14]1[CH:19]=[CH:18][CH:17]=[CH:16][CH:15]=1)([CH3:13])[CH2:10][CH:11]=O)(=[O:8])[C:2]1[CH:7]=[CH:6][CH:5]=[CH:4][CH:3]=1.[CH3:20][O:21][C:22]1[CH:27]=[CH:26][CH:25]=[CH:24][C:23]=1[N:28]1[CH2:33][CH2:32][NH:31][CH2:30][CH2:29]1.[Na].